The task is: Regression. Given a peptide amino acid sequence and an MHC pseudo amino acid sequence, predict their binding affinity value. This is MHC class II binding data.. This data is from Peptide-MHC class II binding affinity with 134,281 pairs from IEDB. The peptide sequence is IPKGDFLTGPLNFTG. The MHC is DRB4_0101 with pseudo-sequence DRB4_0103. The binding affinity (normalized) is 0.208.